This data is from Full USPTO retrosynthesis dataset with 1.9M reactions from patents (1976-2016). The task is: Predict the reactants needed to synthesize the given product. (1) Given the product [CH2:2]([N:1]1[C:11]2[C:6](=[CH:7][CH:8]=[CH:9][CH:10]=2)/[C:4](=[N:21]/[NH:20][C:12](=[O:19])[C:13]2[CH:18]=[CH:17][CH:16]=[CH:15][CH:14]=2)/[C:2]1=[O:3])[CH2:4][CH2:6][CH2:7][CH3:8], predict the reactants needed to synthesize it. The reactants are: [NH:1]1[C:11]2[C:6](=[CH:7][CH:8]=[CH:9][CH:10]=2)[C:4](=O)[C:2]1=[O:3].[C:12]([NH:20][NH2:21])(=[O:19])[C:13]1[CH:18]=[CH:17][CH:16]=[CH:15][CH:14]=1. (2) The reactants are: [CH:1]1([NH:4][C:5]([C:7]2[CH:8]=[CH:9][C:10]([CH3:23])=[C:11]([NH:13][C:14]([C:16]3[CH:21]=[CH:20][C:19]([OH:22])=[CH:18][N:17]=3)=[O:15])[CH:12]=2)=[O:6])[CH2:3][CH2:2]1.Cl.Cl[CH2:26][C:27]1[CH:32]=[CH:31][CH:30]=[CH:29][N:28]=1. Given the product [CH:1]1([NH:4][C:5]([C:7]2[CH:8]=[CH:9][C:10]([CH3:23])=[C:11]([NH:13][C:14]([C:16]3[CH:21]=[CH:20][C:19]([O:22][CH2:26][C:27]4[CH:32]=[CH:31][CH:30]=[CH:29][N:28]=4)=[CH:18][N:17]=3)=[O:15])[CH:12]=2)=[O:6])[CH2:3][CH2:2]1, predict the reactants needed to synthesize it. (3) The reactants are: Cl[C:2]1[C:11]2[C:6](=[CH:7][CH:8]=[CH:9][C:10]=2[Cl:12])[CH:5]=[C:4]([C@@H:13]([NH:15]C(=O)OCC2C3C=CC=CC=3C3C2=CC=CC=3)[CH3:14])[N:3]=1.[CH3:33][N:34]1[CH2:39][CH2:38][NH:37][CH2:36][CH2:35]1. Given the product [Cl:12][C:10]1[CH:9]=[CH:8][CH:7]=[C:6]2[C:11]=1[C:2]([N:37]1[CH2:38][CH2:39][N:34]([CH3:33])[CH2:35][CH2:36]1)=[N:3][C:4]([C@@H:13]([NH2:15])[CH3:14])=[CH:5]2, predict the reactants needed to synthesize it. (4) Given the product [CH3:1][C:2]1[CH:7]=[C:6]([C:8]2[CH:13]=[CH:12][C:11]([C:14]([F:17])([F:16])[F:15])=[CH:10][CH:9]=2)[C:5]([C:18]([Cl:23])=[O:20])=[CH:4][CH:3]=1, predict the reactants needed to synthesize it. The reactants are: [CH3:1][C:2]1[CH:7]=[C:6]([C:8]2[CH:13]=[CH:12][C:11]([C:14]([F:17])([F:16])[F:15])=[CH:10][CH:9]=2)[C:5]([C:18]([OH:20])=O)=[CH:4][CH:3]=1.S(Cl)([Cl:23])=O. (5) Given the product [C:1]([O:5][C:6]([N:8]1[CH2:37][CH2:36][C:11]2([N:15]([CH3:38])[CH:14]([C:16]3[CH:21]=[CH:20][C:19]([CH:22]4[CH2:24][CH2:23]4)=[CH:18][CH:17]=3)[N:13]([CH2:25][CH2:26][C:27]3[CH:32]=[CH:31][C:30]([O:33][CH3:34])=[CH:29][CH:28]=3)[C:12]2=[O:35])[CH2:10][CH2:9]1)=[O:7])([CH3:4])([CH3:2])[CH3:3], predict the reactants needed to synthesize it. The reactants are: [C:1]([O:5][C:6]([N:8]1[CH2:37][CH2:36][C:11]2([NH:15][CH:14]([C:16]3[CH:21]=[CH:20][C:19]([CH:22]4[CH2:24][CH2:23]4)=[CH:18][CH:17]=3)[N:13]([CH2:25][CH2:26][C:27]3[CH:32]=[CH:31][C:30]([O:33][CH3:34])=[CH:29][CH:28]=3)[C:12]2=[O:35])[CH2:10][CH2:9]1)=[O:7])([CH3:4])([CH3:3])[CH3:2].[CH3:38]I. (6) Given the product [CH2:13]([N:1]1[C:6]2[CH2:21][CH2:8][CH2:9][CH2:10][C:5]=2[C:4](=[O:11])[O:3][C:2]1=[O:12])[C:14]1[CH:19]=[CH:18][CH:17]=[CH:16][CH:15]=1, predict the reactants needed to synthesize it. The reactants are: [NH:1]1[C:6]2N=[CH:8][CH:9]=[CH:10][C:5]=2[C:4](=[O:11])[O:3][C:2]1=[O:12].[CH2:13](Br)[C:14]1[CH:19]=[CH:18][CH:17]=[CH:16][CH:15]=1.[CH2:21](Br)CCC. (7) The reactants are: [C:1](Cl)(=[O:5])/[CH:2]=[CH:3]/[CH3:4].[F:7][C:8]([F:20])([F:19])[C:9]1[CH:10]=[C:11]2[C:15](=[CH:16][CH:17]=1)[NH:14][N:13]=[C:12]2[NH2:18]. Given the product [F:20][C:8]([F:7])([F:19])[C:9]1[CH:10]=[C:11]2[C:15](=[CH:16][CH:17]=1)[NH:14][N:13]=[C:12]2[NH:18][C:1](=[O:5])[CH:2]=[CH:3][CH3:4], predict the reactants needed to synthesize it.